This data is from Full USPTO retrosynthesis dataset with 1.9M reactions from patents (1976-2016). The task is: Predict the reactants needed to synthesize the given product. Given the product [CH3:14][O:15][C:16]1[CH:24]=[CH:23][CH:22]=[C:18]([C:19]2[O:1][N:2]=[C:3]([C:5]3[C:10]([N+:11]([O-:13])=[O:12])=[CH:9][CH:8]=[CH:7][N:6]=3)[N:4]=2)[C:17]=1[OH:25], predict the reactants needed to synthesize it. The reactants are: [OH:1][NH:2][C:3]([C:5]1[C:10]([N+:11]([O-:13])=[O:12])=[CH:9][CH:8]=[CH:7][N:6]=1)=[NH:4].[CH3:14][O:15][C:16]1[CH:24]=[CH:23][CH:22]=[C:18]([C:19](O)=O)[C:17]=1[OH:25].